Dataset: Forward reaction prediction with 1.9M reactions from USPTO patents (1976-2016). Task: Predict the product of the given reaction. (1) Given the reactants [CH3:1][N:2]1[CH:6]=[C:5]([N:7]2[CH:12]=[CH:11][C:10](=O)[C:9]([CH2:14][CH2:15][C:16]3[CH:17]=[C:18]4[C:23](=[CH:24][CH:25]=3)[N:22]=[CH:21][CH:20]=[CH:19]4)=[N:8]2)[CH:4]=[N:3]1.COC1C=CC(P2(SP(C3C=CC(OC)=CC=3)(=S)S2)=[S:35])=CC=1, predict the reaction product. The product is: [CH3:1][N:2]1[CH:6]=[C:5]([N:7]2[CH:12]=[CH:11][C:10](=[S:35])[C:9]([CH2:14][CH2:15][C:16]3[CH:17]=[C:18]4[C:23](=[CH:24][CH:25]=3)[N:22]=[CH:21][CH:20]=[CH:19]4)=[N:8]2)[CH:4]=[N:3]1. (2) The product is: [CH2:1]([O:3][C:4]1[CH:13]=[CH:12][C:7]([CH2:8][N:9]([CH3:11])[CH3:10])=[CH:6][C:5]=1[NH2:14])[CH3:2]. Given the reactants [CH2:1]([O:3][C:4]1[CH:13]=[CH:12][C:7]([CH2:8][N:9]([CH3:11])[CH3:10])=[CH:6][C:5]=1[N+:14]([O-])=O)[CH3:2].O.NN, predict the reaction product. (3) Given the reactants Br[C:2]1[CH:3]=[CH:4][C:5]([C:8]([CH3:17])([CH3:16])[C:9]([NH:11][CH2:12][CH:13]([CH3:15])[CH3:14])=[O:10])=[N:6][CH:7]=1.CC1(C)C(C)(C)OB([C:26]2[CH:27]=[N:28][CH:29]=[C:30]([CH:33]=2)[C:31]#[N:32])O1, predict the reaction product. The product is: [C:31]([C:30]1[CH:33]=[C:26]([C:2]2[CH:7]=[N:6][C:5]([C:8]([CH3:17])([CH3:16])[C:9]([NH:11][CH2:12][CH:13]([CH3:15])[CH3:14])=[O:10])=[CH:4][CH:3]=2)[CH:27]=[N:28][CH:29]=1)#[N:32]. (4) Given the reactants [Cl:1][C:2]1[CH:3]=[CH:4][C:5]([NH:18][CH2:19]C2CCNCC2)=[C:6]([CH:17]=1)[C:7]([NH:9][C:10]1[CH:15]=[CH:14][C:13]([CH3:16])=[CH:12][N:11]=1)=[O:8].C([N:33]1[CH2:38][CH2:37][CH:36](C=O)[CH2:35][CH2:34]1)(OC(C)(C)C)=O.NC1C=CC(Cl)=CC=1C(NC1C=CC(C)=CN=1)=O, predict the reaction product. The product is: [Cl:1][C:2]1[CH:3]=[CH:4][C:5]([N:18]([CH:36]2[CH2:35][CH2:34][NH:33][CH2:38][CH2:37]2)[CH3:19])=[C:6]([CH:17]=1)[C:7]([NH:9][C:10]1[CH:15]=[CH:14][C:13]([CH3:16])=[CH:12][N:11]=1)=[O:8]. (5) The product is: [OH:8][CH:9]([C:33]1[CH:38]=[CH:37][C:36]([O:39][C:40]2[CH:45]=[CH:44][CH:43]=[CH:42][CH:41]=2)=[CH:35][N:34]=1)[CH:10]([NH:25][C:26]([C:54]1[CH:53]=[CH:52][CH:51]=[C:56]2[CH2:57][CH2:58][CH2:59][CH:60]=[CH:61][C:55]=12)=[O:32])[CH2:11][C:12]1[CH:17]=[CH:16][CH:15]=[C:14]([O:18][C:19]([F:23])([F:24])[CH:20]([F:22])[F:21])[CH:13]=1. Given the reactants FC(F)(F)C(O)=O.[OH:8][CH:9]([C:33]1[CH:38]=[CH:37][C:36]([O:39][C:40]2[CH:45]=[CH:44][CH:43]=[CH:42][CH:41]=2)=[CH:35][N:34]=1)[CH:10]([NH:25][C:26](=[O:32])OC(C)(C)C)[CH2:11][C:12]1[CH:17]=[CH:16][CH:15]=[C:14]([O:18][C:19]([F:24])([F:23])[CH:20]([F:22])[F:21])[CH:13]=1.C(=O)([O-])O.[Na+].[C:51]1(C(O)=O)[CH:52]=[CH:53][CH:54]=[C:55]2[CH2:61][CH2:60][CH2:59][CH:58]=[CH:57][C:56]=12.Cl.C(N=C=NCCCN(C)C)C.O.ON1C2C=CC=CC=2N=N1, predict the reaction product. (6) Given the reactants [CH2:1]([N:8]1[C:13](=[O:14])[C:12]2[C:15](O)=[CH:16][C:17](=[O:20])[N:18]([CH3:19])[C:11]=2[N:10]=[CH:9]1)[C:2]1[CH:7]=[CH:6][CH:5]=[CH:4][CH:3]=1.O=P(Cl)(Cl)[Cl:24], predict the reaction product. The product is: [CH2:1]([N:8]1[C:13](=[O:14])[C:12]2[C:15]([Cl:24])=[CH:16][C:17](=[O:20])[N:18]([CH3:19])[C:11]=2[N:10]=[CH:9]1)[C:2]1[CH:7]=[CH:6][CH:5]=[CH:4][CH:3]=1. (7) Given the reactants Br[CH:2]([CH3:4])[CH3:3].C(=O)([O-])[O-].[K+].[K+].[Br:11][C:12]1[CH:17]=[CH:16][C:15]([F:18])=[CH:14][C:13]=1[OH:19], predict the reaction product. The product is: [Br:11][C:12]1[CH:17]=[CH:16][C:15]([F:18])=[CH:14][C:13]=1[O:19][CH:2]([CH3:4])[CH3:3]. (8) Given the reactants Br[C:2]1[CH:7]=[CH:6][C:5]([NH:8][C:9](=[O:15])[O:10][C:11]([CH3:14])([CH3:13])[CH3:12])=[CH:4][CH:3]=1.C(=O)([O-])[O-].[K+].[K+].CC1(C)CC(C)OB([C:30]([C:32]([F:35])([F:34])[F:33])=[CH2:31])O1, predict the reaction product. The product is: [F:33][C:32]([F:35])([F:34])[C:30]([C:2]1[CH:7]=[CH:6][C:5]([NH:8][C:9](=[O:15])[O:10][C:11]([CH3:14])([CH3:13])[CH3:12])=[CH:4][CH:3]=1)=[CH2:31]. (9) Given the reactants [C:1]([O:8][CH3:9])(=[O:7])[CH2:2][C:3]([O:5][CH3:6])=[O:4].C([O-])([O-])=O.[K+].[K+].[Br:16][C:17]1[CH:22]=[CH:21][C:20](F)=[C:19]([N+:24]([O-:26])=[O:25])[CH:18]=1, predict the reaction product. The product is: [Br:16][C:17]1[CH:22]=[CH:21][C:20]([CH:2]([C:1]([O:8][CH3:9])=[O:7])[C:3]([O:5][CH3:6])=[O:4])=[C:19]([N+:24]([O-:26])=[O:25])[CH:18]=1.